This data is from Full USPTO retrosynthesis dataset with 1.9M reactions from patents (1976-2016). The task is: Predict the reactants needed to synthesize the given product. Given the product [Br:18][C:16]1[CH:15]=[CH:17][C:3]([CH2:4][NH:1][C@H:2]([C:6]([OH:8])=[O:7])[CH:3]([CH3:5])[CH3:4])=[CH:2][CH:6]=1, predict the reactants needed to synthesize it. The reactants are: [NH2:1][C@H:2]([C:6]([OH:8])=[O:7])[CH:3]([CH3:5])[CH3:4].C(N([CH:15]([CH3:17])[CH3:16])CC)(C)C.[Br-:18].[OH-].[Na+].